From a dataset of NCI-60 drug combinations with 297,098 pairs across 59 cell lines. Regression. Given two drug SMILES strings and cell line genomic features, predict the synergy score measuring deviation from expected non-interaction effect. (1) Drug 1: CCC1=CC2CC(C3=C(CN(C2)C1)C4=CC=CC=C4N3)(C5=C(C=C6C(=C5)C78CCN9C7C(C=CC9)(C(C(C8N6C)(C(=O)OC)O)OC(=O)C)CC)OC)C(=O)OC.C(C(C(=O)O)O)(C(=O)O)O. Drug 2: CC12CCC3C(C1CCC2O)C(CC4=C3C=CC(=C4)O)CCCCCCCCCS(=O)CCCC(C(F)(F)F)(F)F. Cell line: ACHN. Synergy scores: CSS=17.8, Synergy_ZIP=-3.88, Synergy_Bliss=0.133, Synergy_Loewe=1.86, Synergy_HSA=1.87. (2) Drug 1: CC1CCCC2(C(O2)CC(NC(=O)CC(C(C(=O)C(C1O)C)(C)C)O)C(=CC3=CSC(=N3)C)C)C. Drug 2: N.N.Cl[Pt+2]Cl. Cell line: SNB-75. Synergy scores: CSS=42.4, Synergy_ZIP=-5.14, Synergy_Bliss=-1.23, Synergy_Loewe=-8.61, Synergy_HSA=2.79. (3) Drug 1: C1CC(=O)NC(=O)C1N2CC3=C(C2=O)C=CC=C3N. Drug 2: CC1=C(C=C(C=C1)C(=O)NC2=CC(=CC(=C2)C(F)(F)F)N3C=C(N=C3)C)NC4=NC=CC(=N4)C5=CN=CC=C5. Cell line: ACHN. Synergy scores: CSS=-1.33, Synergy_ZIP=0.391, Synergy_Bliss=-0.247, Synergy_Loewe=-1.15, Synergy_HSA=-1.33. (4) Drug 1: CCC1=CC2CC(C3=C(CN(C2)C1)C4=CC=CC=C4N3)(C5=C(C=C6C(=C5)C78CCN9C7C(C=CC9)(C(C(C8N6C)(C(=O)OC)O)OC(=O)C)CC)OC)C(=O)OC.C(C(C(=O)O)O)(C(=O)O)O. Drug 2: C1=NNC2=C1C(=O)NC=N2. Cell line: NCI-H460. Synergy scores: CSS=57.7, Synergy_ZIP=-1.11, Synergy_Bliss=2.91, Synergy_Loewe=-34.7, Synergy_HSA=2.02. (5) Drug 1: CC1=C(C(CCC1)(C)C)C=CC(=CC=CC(=CC(=O)O)C)C. Drug 2: CC1C(C(CC(O1)OC2CC(CC3=C2C(=C4C(=C3O)C(=O)C5=CC=CC=C5C4=O)O)(C(=O)C)O)N)O. Cell line: CAKI-1. Synergy scores: CSS=41.3, Synergy_ZIP=-0.925, Synergy_Bliss=0.218, Synergy_Loewe=-5.50, Synergy_HSA=3.40. (6) Drug 1: CC(C)NC(=O)C1=CC=C(C=C1)CNNC.Cl. Drug 2: C(CN)CNCCSP(=O)(O)O. Cell line: NCI-H226. Synergy scores: CSS=6.64, Synergy_ZIP=2.02, Synergy_Bliss=-3.53, Synergy_Loewe=3.25, Synergy_HSA=-1.24. (7) Drug 1: CCC1=CC2CC(C3=C(CN(C2)C1)C4=CC=CC=C4N3)(C5=C(C=C6C(=C5)C78CCN9C7C(C=CC9)(C(C(C8N6C)(C(=O)OC)O)OC(=O)C)CC)OC)C(=O)OC.C(C(C(=O)O)O)(C(=O)O)O. Drug 2: CC(CN1CC(=O)NC(=O)C1)N2CC(=O)NC(=O)C2. Cell line: SK-OV-3. Synergy scores: CSS=46.0, Synergy_ZIP=-1.35, Synergy_Bliss=1.49, Synergy_Loewe=-27.5, Synergy_HSA=3.65. (8) Drug 1: CN1C2=C(C=C(C=C2)N(CCCl)CCCl)N=C1CCCC(=O)O.Cl. Drug 2: COC1=NC(=NC2=C1N=CN2C3C(C(C(O3)CO)O)O)N. Cell line: SR. Synergy scores: CSS=29.1, Synergy_ZIP=-0.309, Synergy_Bliss=-2.38, Synergy_Loewe=-24.9, Synergy_HSA=-1.88. (9) Drug 1: C1=CN(C=N1)CC(O)(P(=O)(O)O)P(=O)(O)O. Drug 2: C1=NC2=C(N1)C(=S)N=CN2. Cell line: EKVX. Synergy scores: CSS=11.5, Synergy_ZIP=-1.27, Synergy_Bliss=2.32, Synergy_Loewe=4.43, Synergy_HSA=3.74.